Dataset: Reaction yield outcomes from USPTO patents with 853,638 reactions. Task: Predict the reaction yield, written as a fraction of the theoretical maximum amount of product (1.0 means a 100% yield; for example, 0.34 means a 34% yield). The reactants are Br[C:2]1[CH:9]=[CH:8][C:7]([OH:10])=[CH:6][C:3]=1[CH:4]=[O:5].C([O-])(=O)C.[K+].[B:16]1([B:16]2[O:20][C:19]([CH3:22])([CH3:21])[C:18]([CH3:24])([CH3:23])[O:17]2)[O:20][C:19]([CH3:22])([CH3:21])[C:18]([CH3:24])([CH3:23])[O:17]1. The catalyst is CS(C)=O.C1(P(C2C=CC=CC=2)[C-]2C=CC=C2)C=CC=CC=1.[C-]1(P(C2C=CC=CC=2)C2C=CC=CC=2)C=CC=C1.[Fe+2]. The product is [OH:10][C:7]1[CH:8]=[CH:9][C:2]([B:16]2[O:20][C:19]([CH3:22])([CH3:21])[C:18]([CH3:24])([CH3:23])[O:17]2)=[C:3]([CH:6]=1)[CH:4]=[O:5]. The yield is 1.09.